From a dataset of Reaction yield outcomes from USPTO patents with 853,638 reactions. Predict the reaction yield, written as a fraction of the theoretical maximum amount of product (1.0 means a 100% yield; for example, 0.34 means a 34% yield). (1) The reactants are [F:1][C:2]1[CH:9]=[C:8]([C:10]([F:13])([F:12])[F:11])[CH:7]=[CH:6][C:3]=1[CH:4]=O.[CH3:14][C:15]([S@:18]([NH2:20])=[O:19])([CH3:17])[CH3:16]. The catalyst is S([O-])([O-])(=O)=O.[Cu+2].ClCCCl. The product is [F:1][C:2]1[CH:9]=[C:8]([C:10]([F:13])([F:12])[F:11])[CH:7]=[CH:6][C:3]=1/[CH:4]=[N:20]/[S@@:18]([C:15]([CH3:17])([CH3:16])[CH3:14])=[O:19]. The yield is 0.950. (2) The reactants are [CH:1]1([N:4]2[C:13]3[C:8](=[C:9]([NH:26]CC4C=CC(OC)=CC=4)[C:10]([F:25])=[C:11]([NH:15][CH2:16][CH2:17][NH:18][C:19]4[CH:24]=[CH:23][CH:22]=[CH:21][N:20]=4)[C:12]=3[F:14])[C:7](=[O:36])[CH:6]=[C:5]2[C:37]([O:39][CH2:40][CH3:41])=[O:38])[CH2:3][CH2:2]1.FC(F)(F)C(O)=O. The catalyst is C(Cl)Cl. The product is [NH2:26][C:9]1[C:10]([F:25])=[C:11]([NH:15][CH2:16][CH2:17][NH:18][C:19]2[CH:24]=[CH:23][CH:22]=[CH:21][N:20]=2)[C:12]([F:14])=[C:13]2[C:8]=1[C:7](=[O:36])[CH:6]=[C:5]([C:37]([O:39][CH2:40][CH3:41])=[O:38])[N:4]2[CH:1]1[CH2:2][CH2:3]1. The yield is 0.740.